This data is from Full USPTO retrosynthesis dataset with 1.9M reactions from patents (1976-2016). The task is: Predict the reactants needed to synthesize the given product. (1) Given the product [Br:17][C:18]1[CH:19]=[C:20]([CH:22]=[CH:23][C:24]=1[O:25][CH2:26][CH3:27])[NH:21][CH:28]=[C:3]([C:1]#[N:2])[C:4]([NH:6][C:7]1[CH:12]=[C:11]([O:13][CH3:14])[C:10]([Cl:15])=[CH:9][C:8]=1[Cl:16])=[O:5], predict the reactants needed to synthesize it. The reactants are: [C:1]([CH2:3][C:4]([NH:6][C:7]1[CH:12]=[C:11]([O:13][CH3:14])[C:10]([Cl:15])=[CH:9][C:8]=1[Cl:16])=[O:5])#[N:2].[Br:17][C:18]1[CH:19]=[C:20]([CH:22]=[CH:23][C:24]=1[O:25][CH2:26][CH3:27])[NH2:21].[CH2:28](OC(OCC)OCC)C. (2) Given the product [CH3:1][O:2][C:3]([C:5]1[C:13]([NH:14][C:15]2[CH:20]=[CH:19][C:18]([Br:30])=[CH:17][C:16]=2[Cl:21])=[C:12]([F:22])[C:8]2[N:9]=[CH:10][NH:11][C:7]=2[CH:6]=1)=[O:4], predict the reactants needed to synthesize it. The reactants are: [CH3:1][O:2][C:3]([C:5]1[C:13]([NH:14][C:15]2[CH:20]=[CH:19][CH:18]=[CH:17][C:16]=2[Cl:21])=[C:12]([F:22])[C:8]2[N:9]=[CH:10][NH:11][C:7]=2[CH:6]=1)=[O:4].C1C(=O)N([Br:30])C(=O)C1. (3) Given the product [CH3:8][O:9][C:10](=[O:32])[C@@H:11]([CH3:31])[CH2:12][C@H:13]([NH:30][C:39]([C:36]1[CH:37]=[CH:38][C:33]([C:42]2[CH:43]=[CH:44][CH:45]=[CH:46][CH:47]=2)=[CH:34][CH:35]=1)=[O:40])[C:14](=[O:29])[NH:15][CH2:16][C:17]1[CH:22]=[C:21]([O:23][CH3:24])[C:20]([O:25][CH3:26])=[C:19]([O:27][CH3:28])[CH:18]=1, predict the reactants needed to synthesize it. The reactants are: OC(C(F)(F)F)=O.[CH3:8][O:9][C:10](=[O:32])[C@@H:11]([CH3:31])[CH2:12][C@H:13]([NH2:30])[C:14](=[O:29])[NH:15][CH2:16][C:17]1[CH:22]=[C:21]([O:23][CH3:24])[C:20]([O:25][CH3:26])=[C:19]([O:27][CH3:28])[CH:18]=1.[C:33]1([C:42]2[CH:47]=[CH:46][CH:45]=[CH:44][CH:43]=2)[CH:38]=[CH:37][C:36]([C:39](O)=[O:40])=[CH:35][CH:34]=1. (4) The reactants are: [Cl:1][C:2]1[CH:7]=[CH:6][C:5]([C:8]2[CH:9]=[C:10]([C:20]([OH:22])=O)[CH:11]=[N:12][C:13]=2[O:14][CH2:15][C:16]([F:19])([F:18])[F:17])=[CH:4][CH:3]=1.[CH3:23][N:24]([C:26]1[CH:31]=[CH:30][CH:29]=[CH:28][CH:27]=1)[NH2:25]. Given the product [CH3:23][N:24]([C:26]1[CH:31]=[CH:30][CH:29]=[CH:28][CH:27]=1)[NH:25][C:20]([C:10]1[CH:11]=[N:12][C:13]([O:14][CH2:15][C:16]([F:17])([F:18])[F:19])=[C:8]([C:5]2[CH:4]=[CH:3][C:2]([Cl:1])=[CH:7][CH:6]=2)[CH:9]=1)=[O:22], predict the reactants needed to synthesize it. (5) Given the product [CH3:9][O:8][C:6]1[C:5]([O:10][CH3:11])=[CH:4][N:3]=[C:2]([C:17]2[CH:18]=[CH:19][C:14]([C:12]#[N:13])=[CH:15][CH:16]=2)[CH:23]=1, predict the reactants needed to synthesize it. The reactants are: Cl[C:2]1N=[C:6]([O:8][CH3:9])[C:5]([O:10][CH3:11])=[CH:4][N:3]=1.[C:12]([C:14]1[CH:19]=[CH:18][C:17](B(O)O)=[CH:16][CH:15]=1)#[N:13].[C:23]([O-])([O-])=O.[Na+].[Na+]. (6) Given the product [CH:3]([C:4]1[CH:5]=[CH:6][C:7]([O:13][CH2:14][CH2:15][N:16]2[CH2:21][CH2:20][O:19][CH2:18][CH2:17]2)=[C:8]([CH:12]=1)[C:9]([NH2:26])=[O:10])=[O:2], predict the reactants needed to synthesize it. The reactants are: C[O:2][CH:3](OC)[C:4]1[CH:5]=[CH:6][C:7]([O:13][CH2:14][CH2:15][N:16]2[CH2:21][CH2:20][O:19][CH2:18][CH2:17]2)=[C:8]([CH:12]=1)[C:9](O)=[O:10].[NH4+].O[N:26]1C2C=CC=CC=2N=N1.Cl.C(N=C=NCCCN(C)C)C. (7) Given the product [F:32][C:18]([F:17])([F:31])[C:19]([C:21]1[CH:26]=[CH:25][C:24]([F:27])=[C:23]([N+:28]([O-:30])=[O:29])[CH:22]=1)=[CH:9][C:10]([O:12][CH2:13][CH3:14])=[O:11], predict the reactants needed to synthesize it. The reactants are: C(OP([CH2:9][C:10]([O:12][CH2:13][CH3:14])=[O:11])(OCC)=O)C.[H-].[Na+].[F:17][C:18]([F:32])([F:31])[C:19]([C:21]1[CH:26]=[CH:25][C:24]([F:27])=[C:23]([N+:28]([O-:30])=[O:29])[CH:22]=1)=O.O. (8) Given the product [ClH:19].[CH3:18][C:14]([N:11]1[CH2:10][CH2:9][NH:8][CH2:13][CH2:12]1)([CH3:17])[CH2:15][OH:16], predict the reactants needed to synthesize it. The reactants are: C(OC([N:8]1[CH2:13][CH2:12][N:11]([C:14]([CH3:18])([CH3:17])[CH2:15][OH:16])[CH2:10][CH2:9]1)=O)(C)(C)C.[ClH:19]. (9) Given the product [C:1]([O:5][C:6]([N:8]([CH2:22][CH2:23][O:24][CH3:25])[C:9]1[CH:10]=[CH:11][C:12]([C:13]([OH:15])=[O:14])=[CH:20][CH:21]=1)=[O:7])([CH3:4])([CH3:3])[CH3:2], predict the reactants needed to synthesize it. The reactants are: [C:1]([O:5][C:6]([N:8]([CH2:22][CH2:23][O:24][CH3:25])[C:9]1[CH:21]=[CH:20][C:12]([C:13]([O:15]CCOC)=[O:14])=[CH:11][CH:10]=1)=[O:7])([CH3:4])([CH3:3])[CH3:2].[OH-].[Na+].Cl.